Dataset: Peptide-MHC class II binding affinity with 134,281 pairs from IEDB. Task: Regression. Given a peptide amino acid sequence and an MHC pseudo amino acid sequence, predict their binding affinity value. This is MHC class II binding data. The peptide sequence is KAAAPDCCMEILGAV. The MHC is DRB1_0101 with pseudo-sequence DRB1_0101. The binding affinity (normalized) is 0.565.